From a dataset of Full USPTO retrosynthesis dataset with 1.9M reactions from patents (1976-2016). Predict the reactants needed to synthesize the given product. (1) Given the product [O:6]=[C:5]([N:7]([CH2:19][C:20]1[CH:21]=[CH:22][C:23]([NH:26][C:28](=[O:42])[CH2:29][CH2:30][CH2:31][CH2:32][CH2:33][CH2:34][CH2:35]/[CH:36]=[CH:37]\[CH2:38][CH2:39][CH2:40][CH3:41])=[CH:24][CH:25]=1)[CH2:8][C:9]1[CH:10]=[CH:11][C:12]([C:15]([F:16])([F:17])[F:18])=[CH:13][CH:14]=1)[C:4]([O:3][CH2:1][CH3:2])=[O:27], predict the reactants needed to synthesize it. The reactants are: [CH2:1]([O:3][C:4](=[O:27])[C:5]([N:7]([CH2:19][C:20]1[CH:25]=[CH:24][C:23]([NH2:26])=[CH:22][CH:21]=1)[CH2:8][C:9]1[CH:14]=[CH:13][C:12]([C:15]([F:18])([F:17])[F:16])=[CH:11][CH:10]=1)=[O:6])[CH3:2].[C:28](Cl)(=[O:42])[CH2:29][CH2:30][CH2:31][CH2:32][CH2:33][CH2:34][CH2:35]/[CH:36]=[CH:37]\[CH2:38][CH2:39][CH2:40][CH3:41].Cl. (2) Given the product [Cl:1][C:2]1[C:3]([F:15])=[C:4]([CH:16]=[CH2:17])[C:5]([O:11][CH2:12][CH3:13])=[C:6]([C:8](=[O:10])[CH3:9])[CH:7]=1, predict the reactants needed to synthesize it. The reactants are: [Cl:1][C:2]1[C:3]([F:15])=[C:4](I)[C:5]([O:11][CH2:12][CH3:13])=[C:6]([C:8](=[O:10])[CH3:9])[CH:7]=1.[CH3:16][C:17]1(C)C(C)(C)OB(C=C)O1.ClCCl.C(=O)([O-])[O-].[K+].[K+]. (3) Given the product [CH2:32]([C:18]1[N:19]=[C:20]([C:22]2[CH:23]=[CH:24][C:25]([C:28]([F:29])([F:31])[F:30])=[CH:26][CH:27]=2)[S:21][C:17]=1[CH2:16][O:15][C:11]1[CH:10]=[C:9]2[C:14](=[CH:13][CH:12]=1)[N:6]([CH2:5][C:4]([OH:35])=[O:3])[CH:7]=[CH:8]2)[CH2:33][CH3:34], predict the reactants needed to synthesize it. The reactants are: C([O:3][C:4](=[O:35])[CH2:5][N:6]1[C:14]2[C:9](=[CH:10][C:11]([O:15][CH2:16][C:17]3[S:21][C:20]([C:22]4[CH:27]=[CH:26][C:25]([C:28]([F:31])([F:30])[F:29])=[CH:24][CH:23]=4)=[N:19][C:18]=3[CH2:32][CH2:33][CH3:34])=[CH:12][CH:13]=2)[CH:8]=[CH:7]1)C.[OH-].[Na+]. (4) Given the product [C:1]([N:5]1[C:9](=[O:10])[C:8]([NH:33][CH:30]2[CH2:31][CH2:32][N:27]([C:24]3[N:25]=[N:26][C:21]([Cl:20])=[CH:22][CH:23]=3)[CH2:28][CH2:29]2)=[C:7]([C:12]2[CH:17]=[CH:16][CH:15]=[CH:14][CH:13]=2)[S:6]1(=[O:19])=[O:18])([CH3:4])([CH3:3])[CH3:2], predict the reactants needed to synthesize it. The reactants are: [C:1]([N:5]1[C:9](=[O:10])[C:8](Cl)=[C:7]([C:12]2[CH:17]=[CH:16][CH:15]=[CH:14][CH:13]=2)[S:6]1(=[O:19])=[O:18])([CH3:4])([CH3:3])[CH3:2].[Cl:20][C:21]1[N:26]=[N:25][C:24]([N:27]2[CH2:32][CH2:31][CH:30]([NH2:33])[CH2:29][CH2:28]2)=[CH:23][CH:22]=1. (5) Given the product [CH2:21]([N:25]([C:26]1[CH:35]=[CH:34][C:33]2[C:28](=[C:29]([N+:36]([O-:38])=[O:37])[CH:30]=[CH:31][CH:32]=2)[N:27]=1)[C:2]1[CH:11]=[CH:10][C:9]2[C:4](=[C:5]([N+:12]([O-:14])=[O:13])[CH:6]=[CH:7][CH:8]=2)[N:3]=1)[CH2:22][CH2:23][CH3:24], predict the reactants needed to synthesize it. The reactants are: Cl[C:2]1[CH:11]=[CH:10][C:9]2[C:4](=[C:5]([N+:12]([O-:14])=[O:13])[CH:6]=[CH:7][CH:8]=2)[N:3]=1.CC([O-])(C)C.[Na+].[CH2:21]([NH:25][C:26]1[CH:35]=[CH:34][C:33]2[C:28](=[C:29]([N+:36]([O-:38])=[O:37])[CH:30]=[CH:31][CH:32]=2)[N:27]=1)[CH2:22][CH2:23][CH3:24].C1(P(C2C=CC=CC=2)C2C=CC3C(=CC=CC=3)C=2C2C3C(=CC=CC=3)C=CC=2P(C2C=CC=CC=2)C2C=CC=CC=2)C=CC=CC=1.[Cl-].[NH4+].